Dataset: Full USPTO retrosynthesis dataset with 1.9M reactions from patents (1976-2016). Task: Predict the reactants needed to synthesize the given product. (1) Given the product [CH3:23][S:20]([C:12]1[CH:11]=[C:10]([CH:15]=[C:14]([C:16]([F:19])([F:18])[F:17])[CH:13]=1)[C:9]([Cl:37])=[O:24])(=[O:22])=[O:21], predict the reactants needed to synthesize it. The reactants are: ClC1N=NC(N(C)[C:9](=[O:24])[C:10]2[CH:15]=[C:14]([C:16]([F:19])([F:18])[F:17])[CH:13]=[C:12]([S:20]([CH3:23])(=[O:22])=[O:21])[CH:11]=2)=C(C2C=CC(F)=CC=2OC)C=1.S(Cl)([Cl:37])=O. (2) Given the product [Cl:14][C:15]1[CH:16]=[CH:17][C:18]([N+:23]([O-:25])=[O:24])=[C:19]([CH:22]=1)[CH2:20][N:4]1[CH2:5][CH2:6][N:1]([C:7]2[N:12]=[CH:11][NH:10][C:9](=[O:13])[CH:8]=2)[CH2:2][CH2:3]1, predict the reactants needed to synthesize it. The reactants are: [N:1]1([C:7]2[N:12]=[CH:11][NH:10][C:9](=[O:13])[CH:8]=2)[CH2:6][CH2:5][NH:4][CH2:3][CH2:2]1.[Cl:14][C:15]1[CH:16]=[CH:17][C:18]([N+:23]([O-:25])=[O:24])=[C:19]([CH:22]=1)[CH:20]=O. (3) Given the product [OH:35][CH2:36][C:37]1[O:38][CH:39]=[C:40]([C:3]2[CH:4]=[CH:5][O:1][CH:2]=2)[C:9](=[O:12])[CH:18]=1, predict the reactants needed to synthesize it. The reactants are: [O:1]1[CH:5]=[CH:4][C:3](B(O)O)=[CH:2]1.[C:9](=[O:12])([O-])[O-].[Cs+].[Cs+].[Br-].[K+].[F-].[CH2:18]([N+](CCCC)(CCCC)CCCC)CCC.[O:35]1[CH2:40][CH2:39][O:38][CH2:37][CH2:36]1. (4) Given the product [ClH:29].[N:17]1([CH2:16][CH2:15][CH2:14][CH:10]2[O:11][CH2:12][CH2:13][NH:8][CH2:9]2)[CH2:18][CH2:19][CH2:20][CH2:21]1, predict the reactants needed to synthesize it. The reactants are: C([N:8]1[CH2:13][CH2:12][O:11][CH:10]([CH2:14][CH2:15][CH2:16][N:17]2[CH2:21][CH2:20][CH2:19][CH2:18]2)[CH2:9]1)C1C=CC=CC=1.C(N(CC)CC)C.[Cl:29]C(OC(Cl)C)=O.O. (5) Given the product [CH2:2]([O:4][C:5]1[CH:10]=[CH:9][C:8]([C:11]([F:13])([F:12])[F:14])=[CH:7][C:6]=1[C:15]1[C:16]2[NH:23][C:22]([CH3:24])=[C:21]([C:25]([NH:27][CH:28]3[CH2:29][CH2:30][N:31]([C:39](=[O:40])[C@@H:38]([OH:37])[CH3:42])[CH2:32][CH2:33]3)=[O:26])[C:17]=2[N:18]=[CH:19][N:20]=1)[CH3:3], predict the reactants needed to synthesize it. The reactants are: Cl.[CH2:2]([O:4][C:5]1[CH:10]=[CH:9][C:8]([C:11]([F:14])([F:13])[F:12])=[CH:7][C:6]=1[C:15]1[C:16]2[NH:23][C:22]([CH3:24])=[C:21]([C:25]([NH:27][CH:28]3[CH2:33][CH2:32][NH:31][CH2:30][CH2:29]3)=[O:26])[C:17]=2[N:18]=[CH:19][N:20]=1)[CH3:3].C([O:37][C@@H:38]([CH3:42])[C:39](Cl)=[O:40])(=O)C. (6) Given the product [CH3:7][C:4]1[N:3]([C:8]2[CH:12]=[C:11]([CH2:13][C:14]([NH:28][CH2:27][C:26]([F:30])([F:29])[F:25])=[O:16])[N:10]([CH3:17])[N:9]=2)[C:2]([CH3:1])=[CH:6][CH:5]=1, predict the reactants needed to synthesize it. The reactants are: [CH3:1][C:2]1[N:3]([C:8]2[CH:12]=[C:11]([CH2:13][C:14]([OH:16])=O)[N:10]([CH3:17])[N:9]=2)[C:4]([CH3:7])=[CH:5][CH:6]=1.C(N(CC)CC)C.[F:25][C:26]([F:30])([F:29])[CH2:27][NH2:28].C(=O)([O-])O.[Na+]. (7) Given the product [Br:1][C:2]1[S:3][C:4]([C:13]2[CH:18]=[CH:17][CH:16]=[CH:15][CH:14]=2)=[CH:5][C:6]=1[CH:7]([O:12][C:6]([CH3:7])([CH3:5])[CH3:2])[C:8]([O:10][CH3:11])=[O:9], predict the reactants needed to synthesize it. The reactants are: [Br:1][C:2]1[S:3][C:4]([C:13]2[CH:18]=[CH:17][CH:16]=[CH:15][CH:14]=2)=[CH:5][C:6]=1[CH:7]([OH:12])[C:8]([O:10][CH3:11])=[O:9].Cl(O)(=O)(=O)=O.C(=O)([O-])[O-].[K+].[K+]. (8) The reactants are: F[C:2]1[CH:3]=[CH:4][C:5]([S:23]([CH3:26])(=[O:25])=[O:24])=[C:6]([NH:8][CH:9]2[C:18]3[C:13](=[C:14]([O:21][CH3:22])[CH:15]=[CH:16][C:17]=3[O:19][CH3:20])[CH2:12][CH2:11][CH2:10]2)[CH:7]=1.[NH:27]1[CH2:32][CH2:31][NH:30][CH2:29][CH2:28]1.C(N(C(C)C)CC)(C)C. Given the product [CH3:22][O:21][C:14]1[CH:15]=[CH:16][C:17]([O:19][CH3:20])=[C:18]2[C:13]=1[CH2:12][CH2:11][CH2:10][CH:9]2[NH:8][C:6]1[CH:7]=[C:2]([N:27]2[CH2:32][CH2:31][NH:30][CH2:29][CH2:28]2)[CH:3]=[CH:4][C:5]=1[S:23]([CH3:26])(=[O:25])=[O:24], predict the reactants needed to synthesize it.